From a dataset of Forward reaction prediction with 1.9M reactions from USPTO patents (1976-2016). Predict the product of the given reaction. (1) Given the reactants [CH3:1][O:2][C:3]1[CH:4]=[C:5]([CH:24]=[CH:25][C:26]=1[O:27][CH3:28])[CH2:6][NH:7][C:8]1[N:13]2[N:14]=[C:15]([C:17]3[O:18][CH:19]=[CH:20][CH:21]=3)[N:16]=[C:12]2[CH:11]=[C:10]([CH:22]=[CH2:23])[N:9]=1.C12BC(CCC1)CCC2.[OH-].[Na+].OO.S([O-])(O)=[O:43].[Na+].C(=O)(O)[O-].[Na+], predict the reaction product. The product is: [CH3:1][O:2][C:3]1[CH:4]=[C:5]([CH:24]=[CH:25][C:26]=1[O:27][CH3:28])[CH2:6][NH:7][C:8]1[N:13]2[N:14]=[C:15]([C:17]3[O:18][CH:19]=[CH:20][CH:21]=3)[N:16]=[C:12]2[CH:11]=[C:10]([CH2:22][CH2:23][OH:43])[N:9]=1. (2) The product is: [CH:1]1([C@@:4]2([C:29]#[N:30])[CH2:8][CH2:7][N:6]([C:9]3[CH:14]=[CH:13][N:12]=[C:11]([NH:15][C:16]4[CH:21]=[CH:20][C:19]([N:22]5[CH2:23][CH2:24][O:25][CH2:26][CH2:27]5)=[CH:18][N:17]=4)[CH:10]=3)[C:5]2=[O:28])[CH2:3][CH2:2]1. Given the reactants [CH:1]1([C:4]2([C:29]#[N:30])[CH2:8][CH2:7][N:6]([C:9]3[CH:14]=[CH:13][N:12]=[C:11]([NH:15][C:16]4[CH:21]=[CH:20][C:19]([N:22]5[CH2:27][CH2:26][O:25][CH2:24][CH2:23]5)=[CH:18][N:17]=4)[CH:10]=3)[C:5]2=[O:28])[CH2:3][CH2:2]1.C(=O)=O.CC(O)C.C(#N)C.C(NCC)C, predict the reaction product.